From a dataset of Reaction yield outcomes from USPTO patents with 853,638 reactions. Predict the reaction yield, written as a fraction of the theoretical maximum amount of product (1.0 means a 100% yield; for example, 0.34 means a 34% yield). (1) The reactants are [F:1][C:2]1[CH:24]=[CH:23][C:5]([O:6][C:7]2[CH:8]=[C:9]3[C:13](=[CH:14][C:15]=2[C:16]([NH2:18])=[O:17])[N:12]([CH2:19][CH:20]([CH3:22])[CH3:21])[N:11]=[CH:10]3)=[CH:4][CH:3]=1.C(N1C=CN=C1)(N1C=CN=C1)=O.[CH3:37][N:38]1[CH2:43][CH2:42]N[CH2:40][CH2:39]1. The catalyst is C1COCC1. The product is [F:1][C:2]1[CH:24]=[CH:23][C:5]([O:6][C:7]2[CH:8]=[C:9]3[C:13](=[CH:14][C:15]=2[C:16]([N:18]2[CH2:42][CH2:43][N:38]([CH3:37])[CH2:39][CH2:40]2)=[O:17])[N:12]([CH2:19][CH:20]([CH3:22])[CH3:21])[N:11]=[CH:10]3)=[CH:4][CH:3]=1. The yield is 0.950. (2) The reactants are F[C:2]1[N:7]=[CH:6][C:5]([C:8]2[CH2:13][CH2:12][CH:11]([N:14]3[C@@H:18]([C:19]4[CH:24]=[CH:23][CH:22]=[CH:21][CH:20]=4)[C:17]([CH3:26])([CH3:25])[O:16][C:15]3=[O:27])[CH2:10][CH:9]=2)=[CH:4][C:3]=1[C:28]1[N:33]=[CH:32][CH:31]=[CH:30][N:29]=1.[O:34]1CCOCC1.Cl. The catalyst is O. The product is [CH3:25][C:17]1([CH3:26])[O:16][C:15](=[O:27])[N:14]([CH:11]2[CH2:12][CH2:13][C:8]([C:5]3[CH:4]=[C:3]([C:28]4[N:33]=[CH:32][CH:31]=[CH:30][N:29]=4)[C:2](=[O:34])[NH:7][CH:6]=3)=[CH:9][CH2:10]2)[C@H:18]1[C:19]1[CH:24]=[CH:23][CH:22]=[CH:21][CH:20]=1. The yield is 0.880.